From a dataset of Peptide-MHC class II binding affinity with 134,281 pairs from IEDB. Regression. Given a peptide amino acid sequence and an MHC pseudo amino acid sequence, predict their binding affinity value. This is MHC class II binding data. (1) The peptide sequence is LTKRQDKLCGSLIGM. The MHC is HLA-DQA10501-DQB10402 with pseudo-sequence HLA-DQA10501-DQB10402. The binding affinity (normalized) is 0.273. (2) The peptide sequence is LQLHVDKAVSGLRSL. The MHC is DRB1_0404 with pseudo-sequence DRB1_0404. The binding affinity (normalized) is 0.650. (3) The peptide sequence is CGLNSVDSLEHEMWR. The MHC is DRB5_0101 with pseudo-sequence DRB5_0101. The binding affinity (normalized) is 0. (4) The peptide sequence is SIVSPFIPLLPIFFC. The MHC is DRB1_0101 with pseudo-sequence DRB1_0101. The binding affinity (normalized) is 0.204. (5) The peptide sequence is GKGTLDGQGKAVWGK. The MHC is HLA-DQA10401-DQB10402 with pseudo-sequence HLA-DQA10401-DQB10402. The binding affinity (normalized) is 0.0214. (6) The peptide sequence is VATLSEALRIIAGTLEVHAV. The MHC is DRB1_0101 with pseudo-sequence DRB1_0101. The binding affinity (normalized) is 0.669. (7) The peptide sequence is TWCLEVSVTDVTLLM. The MHC is DRB1_0101 with pseudo-sequence DRB1_0101. The binding affinity (normalized) is 0.521.